This data is from Full USPTO retrosynthesis dataset with 1.9M reactions from patents (1976-2016). The task is: Predict the reactants needed to synthesize the given product. Given the product [Cl:23][C:24]1[CH:32]=[CH:31][C:27]([C:28]([NH:52][C@H:51]([C:50]([O:49][CH3:48])=[O:55])[CH2:53][OH:54])=[O:29])=[CH:26][C:25]=1[C:33]([NH:35][CH2:36][C:37]12[CH2:46][CH:41]3[CH2:42][CH:43]([CH2:45][CH:39]([CH2:40]3)[CH2:38]1)[CH2:44]2)=[O:34], predict the reactants needed to synthesize it. The reactants are: ON1C2C=CC=CC=2N=N1.Cl.CN(C)CCCN=C=NCC.[Cl:23][C:24]1[CH:32]=[CH:31][C:27]([C:28](O)=[O:29])=[CH:26][C:25]=1[C:33]([NH:35][CH2:36][C:37]12[CH2:46][CH:41]3[CH2:42][CH:43]([CH2:45][CH:39]([CH2:40]3)[CH2:38]1)[CH2:44]2)=[O:34].Cl.[CH3:48][O:49][C:50](=[O:55])[C@H:51]([CH2:53][OH:54])[NH2:52].